This data is from Catalyst prediction with 721,799 reactions and 888 catalyst types from USPTO. The task is: Predict which catalyst facilitates the given reaction. (1) Reactant: [CH2:1]([N:4]1[C:13]2[C:8](=[CH:9][C:10]([C:14]([NH:16][CH3:17])=[O:15])=[CH:11][CH:12]=2)[CH2:7][CH2:6][C:5]1=[O:18])[CH:2]=C.I([O-])(=O)(=O)=[O:20].[Na+].C(OCC)C. Product: [CH3:17][NH:16][C:14]([C:10]1[CH:9]=[C:8]2[C:13](=[CH:12][CH:11]=1)[N:4]([CH2:1][CH:2]=[O:20])[C:5](=[O:18])[CH2:6][CH2:7]2)=[O:15]. The catalyst class is: 822. (2) Reactant: [Cl:1][C:2]1[C:7]([C:8](OCC)=[O:9])=[C:6]([N:13]([CH2:20][CH2:21][C:22]([O:24][CH2:25][CH3:26])=[O:23])[C:14]2[CH:19]=[CH:18][CH:17]=[CH:16][CH:15]=2)[N:5]=[C:4]([S:27][CH3:28])[N:3]=1.[Li+].CC([N-]C(C)C)C.O. Product: [Cl:1][C:2]1[C:7]2[C:8](=[O:9])[CH:21]([C:22]([O:24][CH2:25][CH3:26])=[O:23])[CH2:20][N:13]([C:14]3[CH:15]=[CH:16][CH:17]=[CH:18][CH:19]=3)[C:6]=2[N:5]=[C:4]([S:27][CH3:28])[N:3]=1. The catalyst class is: 7. (3) Reactant: [C:1]([O:5][C:6]([NH:8][C@@H:9]([CH2:22]Cl)[CH2:10][CH2:11][C:12]([O:14][CH2:15][C:16]1[CH:21]=[CH:20][CH:19]=[CH:18][CH:17]=1)=[O:13])=[O:7])([CH3:4])([CH3:3])[CH3:2].[OH:24][C:25]1[CH:26]=[C:27]([CH:30]=[CH:31][C:32]=1[I:33])[C:28]#[N:29].C(=O)([O-])[O-].[K+].[K+].[I-].[K+]. Product: [C:1]([O:5][C:6]([NH:8][C@@H:9]([CH2:22][O:24][C:25]1[CH:26]=[C:27]([C:28]#[N:29])[CH:30]=[CH:31][C:32]=1[I:33])[CH2:10][CH2:11][C:12]([O:14][CH2:15][C:16]1[CH:21]=[CH:20][CH:19]=[CH:18][CH:17]=1)=[O:13])=[O:7])([CH3:4])([CH3:3])[CH3:2]. The catalyst class is: 3. (4) Reactant: [CH2:1]([O:3][C:4]([C:6]1([C:9]2[CH:14]=[CH:13][C:12]([C:15]3[CH:20]=[CH:19][C:18]([C:21]4[S:22][C:23]([F:29])=[CH:24][C:25]=4C(O)=O)=[CH:17][CH:16]=3)=[CH:11][CH:10]=2)[CH2:8][CH2:7]1)=[O:5])[CH3:2].C([N:32]([CH2:35]C)CC)C.C1(P(N=[N+]=[N-])(C2C=CC=CC=2)=[O:44])C=CC=CC=1.[S:54]1[CH:58]=[CH:57][C:56]([C@H:59]([OH:61])[CH3:60])=[CH:55]1. Product: [CH2:1]([O:3][C:4]([C:6]1([C:9]2[CH:14]=[CH:13][C:12]([C:15]3[CH:16]=[CH:17][C:18]([C:21]4[S:22][C:23]([F:29])=[CH:24][C:25]=4[NH:32][C:35]([O:61][C@@H:59]([C:56]4[CH:57]=[CH:58][S:54][CH:55]=4)[CH3:60])=[O:44])=[CH:19][CH:20]=3)=[CH:11][CH:10]=2)[CH2:7][CH2:8]1)=[O:5])[CH3:2]. The catalyst class is: 11. (5) Reactant: [NH2:1][C@@H:2]1[CH2:7][CH2:6][C@H:5]([NH:8][C:9]2[CH:14]=[C:13]([N:15]([CH3:17])[CH3:16])[N:12]=[C:11]([CH3:18])[N:10]=2)[CH2:4][CH2:3]1.CCN(CC)CC.Cl[C:27]([O:29][C:30]1[CH:35]=[CH:34][C:33]([Br:36])=[CH:32][CH:31]=1)=[O:28]. Product: [CH3:16][N:15]([CH3:17])[C:13]1[N:12]=[C:11]([CH3:18])[N:10]=[C:9]([NH:8][C@@H:5]2[CH2:4][CH2:3][C@H:2]([NH:1][C:27](=[O:28])[O:29][C:30]3[CH:35]=[CH:34][C:33]([Br:36])=[CH:32][CH:31]=3)[CH2:7][CH2:6]2)[CH:14]=1. The catalyst class is: 22. (6) Reactant: [N:1]1[N:5]2[CH:6]=[CH:7][CH:8]=[N:9][C:4]2=[C:3]([C:10]([OH:12])=O)[CH:2]=1.CCN(C(C)C)C(C)C.CCN=C=NCCCN(C)C.C1C=CC2N(O)N=NC=2C=1.Cl.[CH3:44][O:45][C:46]([C:48]1[CH:49]=[C:50]2[C:54](=[CH:55][CH:56]=1)[CH2:53][CH2:52][C@H:51]2[NH2:57])=[O:47]. Product: [N:1]1[N:5]2[CH:6]=[CH:7][CH:8]=[N:9][C:4]2=[C:3]([C:10]([NH:57][C@H:51]2[C:50]3[C:54](=[CH:55][CH:56]=[C:48]([C:46]([O:45][CH3:44])=[O:47])[CH:49]=3)[CH2:53][CH2:52]2)=[O:12])[CH:2]=1. The catalyst class is: 96. (7) The catalyst class is: 4. Reactant: Cl.[CH3:2][O:3][C:4]([CH:6]1[C:11](=[O:12])[CH2:10][CH2:9][NH:8][CH2:7]1)=[O:5].C(N(CC)CC)C.[C:20](O[C:20]([O:22][C:23]([CH3:26])([CH3:25])[CH3:24])=[O:21])([O:22][C:23]([CH3:26])([CH3:25])[CH3:24])=[O:21]. Product: [O:12]=[C:11]1[CH2:10][CH2:9][N:8]([C:20]([O:22][C:23]([CH3:26])([CH3:25])[CH3:24])=[O:21])[CH2:7][CH:6]1[C:4]([O:3][CH3:2])=[O:5].